From a dataset of Peptide-MHC class I binding affinity with 185,985 pairs from IEDB/IMGT. Regression. Given a peptide amino acid sequence and an MHC pseudo amino acid sequence, predict their binding affinity value. This is MHC class I binding data. The peptide sequence is FVNEKYCIIK. The MHC is HLA-A31:01 with pseudo-sequence HLA-A31:01. The binding affinity (normalized) is 0.194.